This data is from Forward reaction prediction with 1.9M reactions from USPTO patents (1976-2016). The task is: Predict the product of the given reaction. (1) Given the reactants C(OC([N:8]1[CH2:13][CH2:12][N:11]([C:14]2[C:15]3[C:30]([CH:31]4[CH2:33][CH2:32]4)=[CH:29][N:28]=[CH:27][C:16]=3[N:17]=[C:18]([C:20]3[CH:25]=[CH:24][N:23]=[C:22](Cl)[CH:21]=3)[N:19]=2)[CH2:10][CH2:9]1)=O)(C)(C)C.[CH3:34][C:35]1[CH:40]=[CH:39][N:38]=[CH:37][C:36]=1[NH2:41], predict the reaction product. The product is: [CH:31]1([C:30]2[C:15]3[C:14]([N:11]4[CH2:12][CH2:13][NH:8][CH2:9][CH2:10]4)=[N:19][C:18]([C:20]4[CH:25]=[CH:24][N:23]=[C:22]([NH:41][C:36]5[CH:37]=[N:38][CH:39]=[CH:40][C:35]=5[CH3:34])[CH:21]=4)=[N:17][C:16]=3[CH:27]=[N:28][CH:29]=2)[CH2:33][CH2:32]1. (2) Given the reactants C([N:14]1[CH2:17][CH:16]([CH2:18][OH:19])[CH2:15]1)(C1C=CC=CC=1)C1C=CC=CC=1.[C:20](O)(=[O:22])[CH3:21], predict the reaction product. The product is: [C:20]([O:19][CH2:18][CH:16]1[CH2:15][NH:14][CH2:17]1)(=[O:22])[CH3:21]. (3) Given the reactants C([O:3][C:4](=[O:28])[CH2:5][N:6]1[C:14]2[C:9](=[C:10]([NH:15][C:16](=[O:18])[CH3:17])[CH:11]=[CH:12][CH:13]=2)[C:8]([S:19][C:20]2[CH:25]=[CH:24][C:23]([Cl:26])=[CH:22][CH:21]=2)=[C:7]1[CH3:27])C.[OH-].[Na+].CC(CC(C)=O)C, predict the reaction product. The product is: [C:16]([NH:15][CH:10]1[CH:11]=[CH:12][CH:13]=[C:14]2[C:9]1=[C:8]([S:19][C:20]1[CH:25]=[CH:24][C:23]([Cl:26])=[CH:22][CH:21]=1)[CH:7]([CH3:27])[N:6]2[CH2:5][C:4]([OH:28])=[O:3])(=[O:18])[CH3:17]. (4) Given the reactants CC1C=CC(S(O[CH2:12][C@H:13]2[O:18][C@@:17]3([C:26]4[C:21](=[CH:22][C:23]([Cl:36])=[C:24]([CH2:27][C:28]5[CH:33]=[CH:32][C:31]([CH2:34][CH3:35])=[CH:30][CH:29]=5)[CH:25]=4)[CH2:20][O:19]3)[C@H:16]([OH:37])[C@@H:15]([OH:38])[C@@H:14]2[OH:39])(=O)=O)=CC=1.[N-:40]=[N+:41]=[N-:42].[Na+].O, predict the reaction product. The product is: [N:40]([CH2:12][C@H:13]1[O:18][C@@:17]2([C:26]3[C:21](=[CH:22][C:23]([Cl:36])=[C:24]([CH2:27][C:28]4[CH:33]=[CH:32][C:31]([CH2:34][CH3:35])=[CH:30][CH:29]=4)[CH:25]=3)[CH2:20][O:19]2)[C@H:16]([OH:37])[C@@H:15]([OH:38])[C@@H:14]1[OH:39])=[N+:41]=[N-:42].